This data is from Forward reaction prediction with 1.9M reactions from USPTO patents (1976-2016). The task is: Predict the product of the given reaction. Given the reactants C([O-])([O-])=O.[K+].[K+].Br[CH2:8][C:9]([C:11]1[C:16]([CH3:17])=[CH:15][C:14]([CH3:18])=[CH:13][C:12]=1[CH3:19])=[O:10].[OH:20][C:21]1[CH:22]=[CH:23][C:24]([CH3:27])=[N:25][CH:26]=1, predict the reaction product. The product is: [CH3:27][C:24]1[N:25]=[CH:26][C:21]([O:20][CH2:8][C:9]([C:11]2[C:16]([CH3:17])=[CH:15][C:14]([CH3:18])=[CH:13][C:12]=2[CH3:19])=[O:10])=[CH:22][CH:23]=1.